Task: Regression/Classification. Given a drug SMILES string, predict its toxicity properties. Task type varies by dataset: regression for continuous values (e.g., LD50, hERG inhibition percentage) or binary classification for toxic/non-toxic outcomes (e.g., AMES mutagenicity, cardiotoxicity, hepatotoxicity). Dataset: ames.. Dataset: Ames mutagenicity test results for genotoxicity prediction (1) The drug is C[C@@H](O)[C@@H](N)[C@H](O)[C@H](O)C=O. The result is 0 (non-mutagenic). (2) The molecule is CCCCCCCCCCCCCCCCCC[N+](C)(C)CCCCCCCCCCCCCCCCCC. The result is 0 (non-mutagenic). (3) The drug is Clc1ccc2ncccc2c1. The result is 1 (mutagenic). (4) The molecule is CCc1cccc(CC)c1NC(=O)CO. The result is 1 (mutagenic). (5) The result is 1 (mutagenic). The drug is O=[N+]([O-])C1=Cc2ccc3ccc4cccc5cc1c2c3c45. (6) The molecule is CC(C)CN(CC(C)C)CC(C)C. The result is 0 (non-mutagenic). (7) The result is 1 (mutagenic). The drug is CN(Cc1ccc([N+](=O)[O-])cc1)N=O. (8) The drug is O=c1oc2cc([N+](=O)[O-])ccc2c2ccccc12. The result is 1 (mutagenic). (9) The drug is CC(=O)N(O)c1ccccc1C. The result is 1 (mutagenic).